From a dataset of Forward reaction prediction with 1.9M reactions from USPTO patents (1976-2016). Predict the product of the given reaction. Given the reactants [CH:1]1([C@H:4]2[O:9][C@@H:8]([C:10]3[CH:19]=[CH:18][C:13]([C:14]([O:16][CH3:17])=[O:15])=[CH:12][CH:11]=3)[CH2:7][C:6](=O)[CH2:5]2)[CH2:3][CH2:2]1.C([O-])(=O)C.[Na+].Cl.[CH3:27][O:28][NH2:29], predict the reaction product. The product is: [CH:1]1([C@H:4]2[O:9][C@@H:8]([C:10]3[CH:19]=[CH:18][C:13]([C:14]([O:16][CH3:17])=[O:15])=[CH:12][CH:11]=3)[CH2:7][C:6](=[N:29][O:28][CH3:27])[CH2:5]2)[CH2:3][CH2:2]1.